Dataset: Full USPTO retrosynthesis dataset with 1.9M reactions from patents (1976-2016). Task: Predict the reactants needed to synthesize the given product. (1) Given the product [CH2:28]([O:30][C:31]([C:33]1([C:36]2[CH:41]=[CH:40][C:39]([C:22]3[CH:23]=[CH:24][C:19]([C:18]4[O:17][N:16]=[C:15]([CH3:26])[C:14]=4[NH:13][C:12]([O:11][C@@H:9]([C:6]4[CH:7]=[CH:8][C:3]([C:1]#[N:2])=[CH:4][CH:5]=4)[CH3:10])=[O:27])=[CH:20][CH:21]=3)=[CH:38][CH:37]=2)[CH2:34][CH2:35]1)=[O:32])[CH3:29], predict the reactants needed to synthesize it. The reactants are: [C:1]([C:3]1[CH:8]=[CH:7][C:6]([C@H:9]([O:11][C:12](=[O:27])[NH:13][C:14]2[C:15]([CH3:26])=[N:16][O:17][C:18]=2[C:19]2[CH:24]=[CH:23][C:22](Br)=[CH:21][CH:20]=2)[CH3:10])=[CH:5][CH:4]=1)#[N:2].[CH2:28]([O:30][C:31]([C:33]1([C:36]2[CH:41]=[CH:40][C:39](B3OC(C)(C)C(C)(C)O3)=[CH:38][CH:37]=2)[CH2:35][CH2:34]1)=[O:32])[CH3:29]. (2) Given the product [Br:13][C:14]1[CH:15]=[C:16]([CH:21]=[CH:22][C:23](=[O:24])[C:3]([F:6])([F:5])[C:2]([F:8])([F:7])[F:1])[CH:17]=[CH:18][C:19]=1[F:20], predict the reactants needed to synthesize it. The reactants are: [F:1][C:2]([F:8])([F:7])[C:3]([F:6])([F:5])I.C[Li].[Br-].[Li+].[Br:13][C:14]1[CH:15]=[C:16]([CH:21]=[CH:22][C:23](N(OC)C)=[O:24])[CH:17]=[CH:18][C:19]=1[F:20]. (3) Given the product [CH2:1]([O:5][CH2:6][CH2:7][O:8][C:9]1[CH:10]=[CH:11][C:12]([C:15]2[CH:16]=[CH:17][C:18]3[N:24]([CH2:25][CH2:26][CH3:27])[CH2:23][CH2:22][C:21]([C:28]([NH:46][C:45]4[CH:47]=[CH:48][C:49]([S:50][CH2:51][C:52]5[CH:53]=[N:54][CH:55]=[CH:56][CH:57]=5)=[C:43]([O:42][CH3:41])[CH:44]=4)=[O:29])=[CH:20][C:19]=3[CH:31]=2)=[CH:13][CH:14]=1)[CH2:2][CH2:3][CH3:4], predict the reactants needed to synthesize it. The reactants are: [CH2:1]([O:5][CH2:6][CH2:7][O:8][C:9]1[CH:14]=[CH:13][C:12]([C:15]2[CH:16]=[CH:17][C:18]3[N:24]([CH2:25][CH2:26][CH3:27])[CH2:23][CH2:22][C:21]([C:28](O)=[O:29])=[CH:20][C:19]=3[CH:31]=2)=[CH:11][CH:10]=1)[CH2:2][CH2:3][CH3:4].CN(C=O)C.S(Cl)(Cl)=O.[CH3:41][O:42][C:43]1[CH:44]=[C:45]([CH:47]=[CH:48][C:49]=1[S:50][CH2:51][C:52]1[CH:53]=[N:54][CH:55]=[CH:56][CH:57]=1)[NH2:46]. (4) Given the product [F:20][C:16]1[CH:15]=[C:14]2[C:19](=[CH:18][CH:17]=1)[CH:11]([NH:10][C:7]1[O:8][CH2:9][C:4]3[CH:3]=[C:2]([NH:23][C:24]4[N:29]=[C:28]([C:30]([F:33])([F:31])[F:32])[CH:27]=[CH:26][N:25]=4)[CH:22]=[CH:21][C:5]=3[N:6]=1)[CH2:12][CH2:13]2, predict the reactants needed to synthesize it. The reactants are: Br[C:2]1[CH:22]=[CH:21][C:5]2[N:6]=[C:7]([NH:10][CH:11]3[C:19]4[C:14](=[CH:15][C:16]([F:20])=[CH:17][CH:18]=4)[CH2:13][CH2:12]3)[O:8][CH2:9][C:4]=2[CH:3]=1.[NH2:23][C:24]1[N:29]=[C:28]([C:30]([F:33])([F:32])[F:31])[CH:27]=[CH:26][N:25]=1. (5) Given the product [CH:1]1([C:7]2[N:14]=[C:12]([OH:13])[C:11]3[C:10](=[CH:18][CH:17]=[CH:16][CH:15]=3)[N:9]=2)[CH2:6][CH2:5][CH2:4][CH2:3][CH2:2]1, predict the reactants needed to synthesize it. The reactants are: [CH:1]1([C:7]([NH:9][C:10]2[CH:18]=[CH:17][CH:16]=[CH:15][C:11]=2[C:12]([NH2:14])=[O:13])=O)[CH2:6][CH2:5][CH2:4][CH2:3][CH2:2]1.[OH-].[Na+].Cl. (6) Given the product [Br:38][CH2:20][CH2:21][CH2:22][CH2:23][CH2:24][CH2:25][CH2:26][CH2:27]/[CH:28]=[CH:29]\[CH2:30]/[CH:31]=[CH:32]\[CH2:33]/[CH:34]=[CH:35]\[CH2:36][CH3:37], predict the reactants needed to synthesize it. The reactants are: CC/C=C\C/C=C\C/C=C\CCCCCCCCO.[CH2:20]([Br:38])[CH2:21][CH2:22][CH2:23][CH2:24][CH2:25][CH2:26][CH2:27][CH2:28][CH2:29][CH2:30][CH2:31][CH2:32][CH2:33][CH2:34][CH2:35][CH2:36][CH3:37].